Dataset: Forward reaction prediction with 1.9M reactions from USPTO patents (1976-2016). Task: Predict the product of the given reaction. Given the reactants [F:1][C:2]([F:19])([F:18])[C:3]1[CH:4]=[C:5]([CH:15]=[CH:16][CH:17]=1)[CH2:6][C:7]1[O:11][N:10]=[C:9]([C:12]([O-:14])=O)[N:8]=1.Cl.[Cl:21][C:22]1[CH:23]=[C:24]2[C:28](=[CH:29][CH:30]=1)[NH:27][CH:26]=[C:25]2[CH2:31][CH2:32][NH2:33].CN(C(ON1N=NC2C=CC=NC1=2)=[N+](C)C)C.F[P-](F)(F)(F)(F)F.C(N(CC)C(C)C)(C)C, predict the reaction product. The product is: [Cl:21][C:22]1[CH:23]=[C:24]2[C:28](=[CH:29][CH:30]=1)[NH:27][CH:26]=[C:25]2[CH2:31][CH2:32][NH:33][C:12]([C:9]1[N:8]=[C:7]([CH2:6][C:5]2[CH:15]=[CH:16][CH:17]=[C:3]([C:2]([F:1])([F:19])[F:18])[CH:4]=2)[O:11][N:10]=1)=[O:14].